Dataset: Full USPTO retrosynthesis dataset with 1.9M reactions from patents (1976-2016). Task: Predict the reactants needed to synthesize the given product. (1) Given the product [CH3:25][C:21]1([N:16]2[CH2:15][C:14]3([CH2:26][CH2:27][N:11]([S:8]([C:5]4[CH:6]=[CH:7][C:2]([C:36]5[CH:45]=[C:44]6[C:39]([CH:40]=[CH:41][CH:42]=[N:43]6)=[CH:38][CH:37]=5)=[CH:3][CH:4]=4)(=[O:10])=[O:9])[CH2:12][CH2:13]3)[O:19][CH2:18][C:17]2=[O:20])[CH2:24][CH2:23][CH2:22]1, predict the reactants needed to synthesize it. The reactants are: Br[C:2]1[CH:7]=[CH:6][C:5]([S:8]([N:11]2[CH2:27][CH2:26][C:14]3([O:19][CH2:18][C:17](=[O:20])[N:16]([C:21]4([CH3:25])[CH2:24][CH2:23][CH2:22]4)[CH2:15]3)[CH2:13][CH2:12]2)(=[O:10])=[O:9])=[CH:4][CH:3]=1.CC1(C)C(C)(C)OB([C:36]2[CH:45]=[C:44]3[C:39]([CH:40]=[CH:41][CH:42]=[N:43]3)=[CH:38][CH:37]=2)O1.C(=O)([O-])[O-].[K+].[K+]. (2) The reactants are: [CH3:1][O:2][C:3]1[CH:4]=[C:5]([OH:13])[C:6](=[CH:11][CH:12]=1)[C:7]([O:9][CH3:10])=[O:8].C([O-])([O-])=O.[Cs+].[Cs+].[CH2:20](Br)[CH:21]=[CH2:22]. Given the product [CH2:22]([O:13][C:5]1[CH:4]=[C:3]([O:2][CH3:1])[CH:12]=[CH:11][C:6]=1[C:7]([O:9][CH3:10])=[O:8])[CH:21]=[CH2:20], predict the reactants needed to synthesize it. (3) Given the product [C:1]1([N:7]2[CH:12]=[CH:11][C:10]([CH2:13][CH2:14][CH2:15][CH2:16][CH2:17][C:18]3[N:19]=[N:20][NH:21][CH:22]=3)=[C:9]([OH:23])[C:8]2=[S:26])[CH:6]=[CH:5][CH:4]=[CH:3][CH:2]=1, predict the reactants needed to synthesize it. The reactants are: [C:1]1([N:7]2[CH:12]=[CH:11][C:10]([CH2:13][CH2:14][CH2:15][CH2:16][CH2:17][C:18]3[N:19]=[N:20][NH:21][CH:22]=3)=[C:9]([OH:23])[C:8]2=O)[CH:6]=[CH:5][CH:4]=[CH:3][CH:2]=1.P12(SP3(SP(SP(S3)(S1)=S)(=S)S2)=S)=[S:26].C1(N2C=CC(CCCC3N=NNC=3)=C(O)C2=S)C=CC=CC=1. (4) Given the product [CH3:1][C:2]([Si:5]([CH3:7])([CH3:6])[O:18][C:19]1[CH:27]=[C:26]2[C:22]([CH:23]=[C:24]([C:28]([O:30][CH3:31])=[O:29])[NH:25]2)=[CH:21][CH:20]=1)([CH3:4])[CH3:3], predict the reactants needed to synthesize it. The reactants are: [CH3:1][C:2]([Si:5](Cl)([CH3:7])[CH3:6])([CH3:4])[CH3:3].CCN(C(C)C)C(C)C.[OH:18][C:19]1[CH:27]=[C:26]2[C:22]([CH:23]=[C:24]([C:28]([O:30][CH3:31])=[O:29])[NH:25]2)=[CH:21][CH:20]=1. (5) Given the product [CH3:13][N:11]([CH3:12])[C:10]([NH:9][C:7]1[CH:6]=[CH:5][CH:4]=[C:3]([C:1]2[S:18][C:17]3[CH:19]=[CH:20][CH:21]=[CH:22][C:16]=3[C:15](=[O:23])[N:2]=2)[N:8]=1)=[O:14], predict the reactants needed to synthesize it. The reactants are: [C:1]([C:3]1[N:8]=[C:7]([NH:9][C:10](=[O:14])[N:11]([CH3:13])[CH3:12])[CH:6]=[CH:5][CH:4]=1)#[N:2].[C:15](OC)(=[O:23])[C:16]1[C:17](=[CH:19][CH:20]=[CH:21][CH:22]=1)[SH:18].C(N(CC)CC)C. (6) Given the product [Cl:1][C:2]1[CH:10]=[C:9]2[C:5]([C:6]([C:20]#[N:21])=[C:7]([C:12]3[CH:13]=[N:14][CH:15]=[C:16]([CH2:18][NH:22][CH2:23][CH2:24][OH:25])[CH:17]=3)[N:8]2[CH3:11])=[CH:4][CH:3]=1, predict the reactants needed to synthesize it. The reactants are: [Cl:1][C:2]1[CH:10]=[C:9]2[C:5]([C:6]([C:20]#[N:21])=[C:7]([C:12]3[CH:13]=[N:14][CH:15]=[C:16]([CH:18]=O)[CH:17]=3)[N:8]2[CH3:11])=[CH:4][CH:3]=1.[NH2:22][CH2:23][CH2:24][OH:25].